From a dataset of Forward reaction prediction with 1.9M reactions from USPTO patents (1976-2016). Predict the product of the given reaction. (1) Given the reactants Br[C:2]1[CH:3]=[CH:4][C:5]2[C:11]([CH3:13])([CH3:12])[CH2:10][CH2:9][C:8](=[O:14])[NH:7][C:6]=2[CH:15]=1.[Cl:16][CH2:17][CH2:18][CH2:19]/[CH:20]=[CH:21]/B(O)O.C(=O)([O-])[O-].[Na+].[Na+], predict the reaction product. The product is: [Cl:16][CH2:17][CH2:18][CH2:19][CH:20]=[CH:21][C:2]1[CH:3]=[CH:4][C:5]2[C:11]([CH3:13])([CH3:12])[CH2:10][CH2:9][C:8](=[O:14])[NH:7][C:6]=2[CH:15]=1. (2) Given the reactants [CH2:1]([C:5]1[N:9]=[C:8]([CH2:10][CH2:11][CH2:12][NH:13]C(OC(C)(C)C)=O)[N:7]([CH2:21][C:22]2[CH:27]=[CH:26][C:25]([C:28]3[CH:33]=[CH:32][CH:31]=[CH:30][C:29]=3[C:34]3[NH:38][N:37]=[N:36][N:35]=3)=[CH:24][CH:23]=2)[N:6]=1)[CH2:2][CH2:3][CH3:4], predict the reaction product. The product is: [CH2:1]([C:5]1[N:9]=[C:8]([CH2:10][CH2:11][CH2:12][NH2:13])[N:7]([CH2:21][C:22]2[CH:27]=[CH:26][C:25]([C:28]3[CH:33]=[CH:32][CH:31]=[CH:30][C:29]=3[C:34]3[NH:38][N:37]=[N:36][N:35]=3)=[CH:24][CH:23]=2)[N:6]=1)[CH2:2][CH2:3][CH3:4]. (3) The product is: [C:9]([C:7]1[CH:6]=[CH:5][N:4]=[C:3]([S:2][CH3:1])[N:8]=1)#[CH:10]. Given the reactants [CH3:1][S:2][C:3]1[N:8]=[C:7]([C:9]#[C:10][Si](C)(C)C)[CH:6]=[CH:5][N:4]=1.[F-].[K+], predict the reaction product. (4) Given the reactants I[C:2]1[C:7]([CH:8]([CH3:10])[CH3:9])=[CH:6][C:5]([Br:11])=[CH:4][C:3]=1[CH:12]([CH3:14])[CH3:13].[Li]CCCC.CN([CH:23]=[O:24])C, predict the reaction product. The product is: [CH:12]([C:3]1[CH:4]=[C:5]([Br:11])[CH:6]=[C:7]([CH:8]([CH3:10])[CH3:9])[C:2]=1[CH:23]=[O:24])([CH3:14])[CH3:13]. (5) Given the reactants C[O:2][C:3]1[CH:4]=[C:5]([C:14]2[N:15]=[C:16]([C:19]3[C:20]([C:26]([F:29])([F:28])[F:27])=[N+:21]([O-:25])[CH:22]=[CH:23][CH:24]=3)[O:17][CH:18]=2)[CH:6]=[C:7]([N+:11]([O-:13])=[O:12])[C:8]=1[O:9]C.B(Br)(Br)Br, predict the reaction product. The product is: [OH:2][C:3]1[CH:4]=[C:5]([C:14]2[N:15]=[C:16]([C:19]3[C:20]([C:26]([F:27])([F:29])[F:28])=[N+:21]([O-:25])[CH:22]=[CH:23][CH:24]=3)[O:17][CH:18]=2)[CH:6]=[C:7]([N+:11]([O-:13])=[O:12])[C:8]=1[OH:9]. (6) Given the reactants [Br:1][C:2]1[CH:13]=[CH:12][C:5]2[O:6][C@H:7]([CH2:10][OH:11])[CH2:8][O:9][C:4]=2[CH:3]=1.[H-].[Na+].[CH3:16][CH2:17][CH2:18][CH2:19][CH2:20]I.[Cl-].[NH4+], predict the reaction product. The product is: [Br:1][C:2]1[CH:13]=[CH:12][C:5]2[O:6][C@H:7]([CH2:10][O:11][CH2:16][CH2:17][CH2:18][CH2:19][CH3:20])[CH2:8][O:9][C:4]=2[CH:3]=1. (7) The product is: [NH2:13][C:11]1[S:12][C:8]2[CH2:7][CH2:6][C:5]3[C:14](=[CH:15][CH:16]=[C:3]([OH:2])[CH:4]=3)[C:9]=2[N:10]=1. Given the reactants C[O:2][C:3]1[CH:4]=[C:5]2[C:14](=[CH:15][CH:16]=1)[C:9]1[N:10]=[C:11]([NH2:13])[S:12][C:8]=1[CH2:7][CH2:6]2, predict the reaction product.